From a dataset of NCI-60 drug combinations with 297,098 pairs across 59 cell lines. Regression. Given two drug SMILES strings and cell line genomic features, predict the synergy score measuring deviation from expected non-interaction effect. Drug 1: C1=CN(C(=O)N=C1N)C2C(C(C(O2)CO)O)O.Cl. Drug 2: CC1=C(C=C(C=C1)NC(=O)C2=CC=C(C=C2)CN3CCN(CC3)C)NC4=NC=CC(=N4)C5=CN=CC=C5. Cell line: HOP-92. Synergy scores: CSS=24.9, Synergy_ZIP=-1.79, Synergy_Bliss=-0.783, Synergy_Loewe=-14.8, Synergy_HSA=-3.77.